Dataset: Merck oncology drug combination screen with 23,052 pairs across 39 cell lines. Task: Regression. Given two drug SMILES strings and cell line genomic features, predict the synergy score measuring deviation from expected non-interaction effect. Drug 1: CCC1(O)CC2CN(CCc3c([nH]c4ccccc34)C(C(=O)OC)(c3cc4c(cc3OC)N(C)C3C(O)(C(=O)OC)C(OC(C)=O)C5(CC)C=CCN6CCC43C65)C2)C1. Drug 2: CCN(CC)CCNC(=O)c1c(C)[nH]c(C=C2C(=O)Nc3ccc(F)cc32)c1C. Cell line: CAOV3. Synergy scores: synergy=-3.79.